The task is: Predict which catalyst facilitates the given reaction.. This data is from Catalyst prediction with 721,799 reactions and 888 catalyst types from USPTO. (1) Reactant: [N+:1]([C:4]1[CH:11]=[CH:10][C:7](CBr)=[CH:6][CH:5]=1)([O-:3])=[O:2].[CH3:12][NH:13][CH3:14].CO.[C:17](=O)([O-])[O-].[K+].[K+]. Product: [CH3:12][N:13]([CH2:17][C:4]1([N+:1]([O-:3])=[O:2])[CH:5]=[CH:6][CH:7]=[CH:10][CH2:11]1)[CH3:14]. The catalyst class is: 9. (2) Reactant: Cl.[NH2:2][C:3]([NH2:5])=[NH:4].[H-].[Na+].[C:8]([O:12][C:13](=[O:40])[CH2:14][N:15]([S:25]([C:28]1[CH:37]=[C:36]2[C:31]([C:32]([Cl:39])=[CH:33][N:34]=[C:35]2Cl)=[CH:30][CH:29]=1)(=[O:27])=[O:26])[CH2:16][C:17]1[CH:22]=[CH:21][C:20]([O:23][CH3:24])=[CH:19][CH:18]=1)([CH3:11])([CH3:10])[CH3:9].O. Product: [O:12]([CH:8]([CH3:10])[CH3:11])[CH:13]([CH3:14])[CH3:3].[C:8]([O:12][C:13](=[O:40])[CH2:14][N:15]([S:25]([C:28]1[CH:37]=[C:36]2[C:31]([C:32]([Cl:39])=[CH:33][N:34]=[C:35]2[NH:4][C:3]([NH2:5])=[NH:2])=[CH:30][CH:29]=1)(=[O:26])=[O:27])[CH2:16][C:17]1[CH:22]=[CH:21][C:20]([O:23][CH3:24])=[CH:19][CH:18]=1)([CH3:11])([CH3:9])[CH3:10]. The catalyst class is: 57. (3) Reactant: [NH2:1][C:2]1[S:3][CH:4]=[C:5]([C:7]2[CH:16]=[CH:15][C:10]([C:11]([O:13]C)=[O:12])=[CH:9][CH:8]=2)[N:6]=1.O1CCCC1.CO.[OH-].[Na+]. Product: [NH2:1][C:2]1[S:3][CH:4]=[C:5]([C:7]2[CH:8]=[CH:9][C:10]([C:11]([OH:13])=[O:12])=[CH:15][CH:16]=2)[N:6]=1. The catalyst class is: 9. (4) Reactant: O=C(Cl)[O:3][C:4](Cl)(Cl)Cl.[CH:9]1([NH:15][CH:16]2[CH2:21][CH2:20][N:19]([C:22]([O:24][C:25]([CH3:28])([CH3:27])[CH3:26])=[O:23])[CH2:18][CH2:17]2)[CH2:14][CH2:13][CH2:12][CH2:11][CH2:10]1.C[NH:30][NH:31][CH3:32].Cl.Cl[CH2:35]Cl. Product: [CH:9]1([N:15]([C:4]([NH:30][N:31]([CH3:32])[CH3:35])=[O:3])[CH:16]2[CH2:21][CH2:20][N:19]([C:22]([O:24][C:25]([CH3:28])([CH3:27])[CH3:26])=[O:23])[CH2:18][CH2:17]2)[CH2:14][CH2:13][CH2:12][CH2:11][CH2:10]1. The catalyst class is: 66. (5) Reactant: [NH2:1][CH:2]([CH2:5][CH2:6][C:7]([F:13])([F:12])[C:8]([F:11])([F:10])[F:9])[C:3]#[N:4].F[B-](F)(F)F.[CH2:19]([O:21][C:22](=[O:27])[C:23](SC)=[NH2+:24])[CH3:20]. Product: [NH2:4][C:3]1[NH:24][C:23]([C:22]([O:21][CH2:19][CH3:20])=[O:27])=[N:1][C:2]=1[CH2:5][CH2:6][C:7]([F:12])([F:13])[C:8]([F:10])([F:9])[F:11]. The catalyst class is: 12.